From a dataset of Forward reaction prediction with 1.9M reactions from USPTO patents (1976-2016). Predict the product of the given reaction. Given the reactants [C:1]1(=O)[C:10]2[C:5](=[CH:6][CH:7]=[CH:8][CH:9]=2)[CH:4]=[N:3][NH:2]1.P(Cl)(Cl)([Cl:14])=O, predict the reaction product. The product is: [Cl:14][C:1]1[C:10]2[C:5](=[CH:6][CH:7]=[CH:8][CH:9]=2)[CH:4]=[N:3][N:2]=1.